Predict the reactants needed to synthesize the given product. From a dataset of Full USPTO retrosynthesis dataset with 1.9M reactions from patents (1976-2016). Given the product [F:1][C:2]1[CH:3]=[C:4]([C:8]2[C:9]([CH:19]([NH2:28])[CH3:20])=[CH:10][C:11]([CH3:18])=[C:12]3[C:17]=2[N:16]=[CH:15][CH:14]=[CH:13]3)[CH:5]=[CH:6][CH:7]=1, predict the reactants needed to synthesize it. The reactants are: [F:1][C:2]1[CH:3]=[C:4]([C:8]2[C:9]([C:19](=O)[CH3:20])=[CH:10][C:11]([CH3:18])=[C:12]3[C:17]=2[N:16]=[CH:15][CH:14]=[CH:13]3)[CH:5]=[CH:6][CH:7]=1.C([O-])(=O)C.[NH4+].C([BH3-])#[N:28].[Na+].